Dataset: Forward reaction prediction with 1.9M reactions from USPTO patents (1976-2016). Task: Predict the product of the given reaction. (1) Given the reactants Br[C:2]1[CH:7]=[C:6]([F:8])[C:5]([F:9])=[CH:4][C:3]=1[C:10]1[CH:15]=[CH:14][C:13]([S:16]([CH3:19])(=[O:18])=[O:17])=[CH:12][CH:11]=1.[CH3:20][O:21][C:22]1[CH:23]=[C:24](B(O)O)[CH:25]=[CH:26][C:27]=1[O:28][CH3:29], predict the reaction product. The product is: [F:9][C:5]1[CH:4]=[C:3]([C:10]2[CH:15]=[CH:14][C:13]([S:16]([CH3:19])(=[O:18])=[O:17])=[CH:12][CH:11]=2)[C:2]([C:25]2[CH:24]=[CH:23][C:22]([O:21][CH3:20])=[C:27]([O:28][CH3:29])[CH:26]=2)=[CH:7][C:6]=1[F:8]. (2) Given the reactants [C:1]([C:3]1[CH:8]=[CH:7][C:6]([OH:9])=[CH:5][CH:4]=1)#[N:2].C([O-])([O-])=O.[K+].[K+].[CH2:16]([O:18][C:19](=[O:24])[C:20](Br)([CH3:22])[CH3:21])[CH3:17], predict the reaction product. The product is: [C:1]([C:3]1[CH:8]=[CH:7][C:6]([O:9][C:20]([CH3:22])([CH3:21])[C:19]([O:18][CH2:16][CH3:17])=[O:24])=[CH:5][CH:4]=1)#[N:2]. (3) Given the reactants [CH:1]([O:4][C:5]1[CH:12]=[CH:11][C:10]([C:13]([N:15]2[CH2:20][CH2:19][C:18]3([C:32]4[CH:31]=[N:30][N:29]([CH3:33])[C:28]=4[C:27]4[CH:26]=[CH:25][CH:24]=[CH:23][C:22]=4[O:21]3)[CH2:17][CH2:16]2)=[O:14])=[CH:9][C:6]=1[CH:7]=[O:8])([CH3:3])[CH3:2].[Li+].[BH4-], predict the reaction product. The product is: [OH:8][CH2:7][C:6]1[CH:9]=[C:10]([C:13]([N:15]2[CH2:16][CH2:17][C:18]3([C:32]4[CH:31]=[N:30][N:29]([CH3:33])[C:28]=4[C:27]4[CH:26]=[CH:25][CH:24]=[CH:23][C:22]=4[O:21]3)[CH2:19][CH2:20]2)=[O:14])[CH:11]=[CH:12][C:5]=1[O:4][CH:1]([CH3:2])[CH3:3]. (4) Given the reactants C([N:8]([CH2:32][C@H:33]([OH:54])[CH2:34][O:35][C:36]1[CH:41]=[CH:40][C:39]([O:42]CC2C=CC=CC=2)=[C:38]([S:50]([CH3:53])(=[O:52])=[O:51])[CH:37]=1)[C@H:9]1[CH2:14][CH2:13][C@H:12]([C:15]2[CH:31]=[CH:30][C:18]([C:19]([NH:21][CH2:22][C:23]3[CH:28]=[CH:27][C:26]([F:29])=[CH:25][CH:24]=3)=[O:20])=[CH:17][CH:16]=2)[CH2:11][CH2:10]1)C1C=CC=CC=1, predict the reaction product. The product is: [F:29][C:26]1[CH:25]=[CH:24][C:23]([CH2:22][NH:21][C:19](=[O:20])[C:18]2[CH:17]=[CH:16][C:15]([C@H:12]3[CH2:11][CH2:10][C@H:9]([NH:8][CH2:32][C@H:33]([OH:54])[CH2:34][O:35][C:36]4[CH:41]=[CH:40][C:39]([OH:42])=[C:38]([S:50]([CH3:53])(=[O:52])=[O:51])[CH:37]=4)[CH2:14][CH2:13]3)=[CH:31][CH:30]=2)=[CH:28][CH:27]=1. (5) Given the reactants CCN(C(C)C)C(C)C.FC(F)(F)C1C=CC=CC=1[C:18]1[NH:22][N:21]=[C:20]([C:23](O)=[O:24])[CH:19]=1.C1C=CC2N(O)N=NC=2C=1.CCN=C=NCCCN(C)C.Cl.[NH2:50][CH2:51][C:52]([N:54]1[CH2:59][CH2:58][N:57]([C:60](=[O:72])[C:61]2[CH:66]=[C:65]([F:67])[CH:64]=[CH:63][C:62]=2[C:68]([F:71])([F:70])[F:69])[CH2:56][CH2:55]1)=[O:53], predict the reaction product. The product is: [F:67][C:65]1[CH:64]=[CH:63][C:62]([C:68]([F:69])([F:71])[F:70])=[C:61]([CH:66]=1)[C:60]([N:57]1[CH2:56][CH2:55][N:54]([C:52](=[O:53])[CH2:51][NH:50][C:23]([C:20]2[CH:19]=[CH:18][NH:22][N:21]=2)=[O:24])[CH2:59][CH2:58]1)=[O:72]. (6) Given the reactants [S:1]1[CH:5]=[CH:4][CH:3]=[C:2]1[CH:6]=O.[CH3:8][O:9][CH2:10][CH2:11][NH2:12].[C:13]1(=[O:24])[O:19][C:17](=O)[C:16]2=[CH:20][CH:21]=[CH:22][CH:23]=[C:15]2[CH2:14]1.[Cl:25][C:26]1[CH:35]=[CH:34][C:29]2[N:30]=[C:31]([NH2:33])[S:32][C:28]=2[CH:27]=1, predict the reaction product. The product is: [Cl:25][C:26]1[CH:35]=[CH:34][C:29]2[N:30]=[C:31]([NH:33][C:13]([CH:14]3[C:15]4[C:16](=[CH:20][CH:21]=[CH:22][CH:23]=4)[C:17](=[O:19])[N:12]([CH2:11][CH2:10][O:9][CH3:8])[CH:6]3[C:2]3[S:1][CH:5]=[CH:4][CH:3]=3)=[O:24])[S:32][C:28]=2[CH:27]=1.